Dataset: Catalyst prediction with 721,799 reactions and 888 catalyst types from USPTO. Task: Predict which catalyst facilitates the given reaction. (1) Reactant: [CH2:1]([NH2:5])[CH2:2][C:3]#[CH:4].Cl[CH2:7][C:8]([N:10]1[CH2:18][C:17]2[CH:16]=[N:15][C:14]([NH:19][CH:20]3[CH2:28][C:27]4[C:22](=[CH:23][CH:24]=[CH:25][CH:26]=4)[CH2:21]3)=[N:13][C:12]=2[CH2:11]1)=[O:9].C(N(CC)CC)C.[C:36]([O:40][C:41](O[C:41]([O:40][C:36]([CH3:39])([CH3:38])[CH3:37])=[O:42])=[O:42])([CH3:39])([CH3:38])[CH3:37]. Product: [CH2:1]([N:5]([CH2:7][C:8]([N:10]1[CH2:18][C:17]2[CH:16]=[N:15][C:14]([NH:19][CH:20]3[CH2:28][C:27]4[C:22](=[CH:23][CH:24]=[CH:25][CH:26]=4)[CH2:21]3)=[N:13][C:12]=2[CH2:11]1)=[O:9])[C:41](=[O:42])[O:40][C:36]([CH3:39])([CH3:38])[CH3:37])[CH2:2][C:3]#[CH:4]. The catalyst class is: 7. (2) Reactant: [Cl:1][C:2]1[CH:3]=[N:4][N:5]([CH3:19])[C:6]=1[C:7]1[N:12]=[C:11]([CH3:13])[C:10]([C:14]([O:16][CH2:17][CH3:18])=[O:15])=[CH:9][N:8]=1.[Br:20]N1C(=O)CCC1=O. Product: [Br:20][CH2:13][C:11]1[C:10]([C:14]([O:16][CH2:17][CH3:18])=[O:15])=[CH:9][N:8]=[C:7]([C:6]2[N:5]([CH3:19])[N:4]=[CH:3][C:2]=2[Cl:1])[N:12]=1. The catalyst class is: 734. (3) Reactant: [N+:1]([C:4]1[CH:9]=[CH:8][C:7]([C:10]2[N:11]=[CH:12][NH:13][CH:14]=2)=[CH:6][CH:5]=1)([O-:3])=[O:2].[C:15](=O)([O-])[O-].[K+].[K+].CI. Product: [CH3:15][N:13]1[CH:14]=[C:10]([C:7]2[CH:6]=[CH:5][C:4]([N+:1]([O-:3])=[O:2])=[CH:9][CH:8]=2)[N:11]=[CH:12]1. The catalyst class is: 9. (4) Reactant: ClC1C=CC=C(C(OO)=[O:9])C=1.[F:12][C@H:13]1[C@@H:18]([S:19][CH3:20])[CH2:17][CH2:16][N:15]([C:21]2[N:26]=[C:25]([NH:27][C:28]3[N:33]=[CH:32][C:31]4[N:34]=[C:35]([CH2:40][O:41][CH:42]5[CH2:47][CH2:46][CH2:45][CH2:44][O:43]5)[N:36]([CH:37]([CH3:39])[CH3:38])[C:30]=4[CH:29]=3)[CH:24]=[CH:23][N:22]=2)[CH2:14]1. Product: [F:12][C@H:13]1[C@@H:18]([S:19]([CH3:20])=[O:9])[CH2:17][CH2:16][N:15]([C:21]2[N:26]=[C:25]([NH:27][C:28]3[N:33]=[CH:32][C:31]4[N:34]=[C:35]([CH2:40][O:41][CH:42]5[CH2:47][CH2:46][CH2:45][CH2:44][O:43]5)[N:36]([CH:37]([CH3:39])[CH3:38])[C:30]=4[CH:29]=3)[CH:24]=[CH:23][N:22]=2)[CH2:14]1. The catalyst class is: 4. (5) Reactant: COC([CH:5]1[C:13](=[O:14])[C:9]2([CH2:12][CH2:11][CH2:10]2)[CH2:8][NH:7][C:6]1=[O:15])=O. Product: [CH2:12]1[C:9]2([C:13](=[O:14])[CH2:5][C:6](=[O:15])[NH:7][CH2:8]2)[CH2:10][CH2:11]1. The catalyst class is: 47.